Dataset: Full USPTO retrosynthesis dataset with 1.9M reactions from patents (1976-2016). Task: Predict the reactants needed to synthesize the given product. (1) The reactants are: [Cl:1][C:2]1[CH:7]=[C:6]([O:8]C)[CH:5]=[CH:4][C:3]=1[C:10]1[C:11]([CH3:17])=[N:12][CH:13]=[N:14][C:15]=1[CH3:16].O1C2C=CN=C(OC3C=CC(C4C(O)=NC=NC=4C)=C(C)C=3)C=2C=C1. Given the product [Cl:1][C:2]1[CH:7]=[C:6]([OH:8])[CH:5]=[CH:4][C:3]=1[C:10]1[C:15]([CH3:16])=[N:14][CH:13]=[N:12][C:11]=1[CH3:17], predict the reactants needed to synthesize it. (2) Given the product [Cl:1][C:2]1[CH:13]=[CH:12][C:11]([CH2:14][NH:15][C@@H:16]([C:18]2[CH:23]=[CH:22][CH:21]=[C:20]([Cl:24])[CH:19]=2)[CH3:17])=[CH:10][C:3]=1[O:4][CH2:5][C:6]([OH:8])=[O:7], predict the reactants needed to synthesize it. The reactants are: [Cl:1][C:2]1[CH:13]=[CH:12][C:11]([CH2:14][NH:15][C@@H:16]([C:18]2[CH:23]=[CH:22][CH:21]=[C:20]([Cl:24])[CH:19]=2)[CH3:17])=[CH:10][C:3]=1[O:4][CH2:5][C:6]([O:8]C)=[O:7].C[Si](C)(C)[O-].[K+]. (3) Given the product [F:1][C:2]1[CH:7]=[C:6]([F:8])[CH:5]=[CH:4][C:3]=1[C:9]1[N:10]=[C:11]([CH:26]2[CH2:31][CH2:30][N:29]([S:33]([CH3:32])(=[O:35])=[O:34])[CH2:28][CH2:27]2)[S:12][C:13]=1[C:14]1[CH:15]=[CH:16][C:17]2[N:18]([C:20]([CH:23]([CH3:25])[CH3:24])=[N:21][N:22]=2)[N:19]=1, predict the reactants needed to synthesize it. The reactants are: [F:1][C:2]1[CH:7]=[C:6]([F:8])[CH:5]=[CH:4][C:3]=1[C:9]1[N:10]=[C:11]([CH:26]2[CH2:31][CH2:30][NH:29][CH2:28][CH2:27]2)[S:12][C:13]=1[C:14]1[CH:15]=[CH:16][C:17]2[N:18]([C:20]([CH:23]([CH3:25])[CH3:24])=[N:21][N:22]=2)[N:19]=1.[CH3:32][S:33](Cl)(=[O:35])=[O:34]. (4) Given the product [CH:1]1([CH2:6][C@H:7]([CH2:11][N:12]([CH:21]=[O:22])[O:13][CH2:14][C:15]2[CH:20]=[CH:19][CH:18]=[CH:17][CH:16]=2)[C:8]([N:34]2[C@H:35]([C:38]([OH:40])=[O:39])[CH2:36][CH2:37][N:33]2[C:31]([O:30][CH2:23][C:24]2[CH:29]=[CH:28][CH:27]=[CH:26][CH:25]=2)=[O:32])=[O:9])[CH2:5][CH2:4][CH2:3][CH2:2]1, predict the reactants needed to synthesize it. The reactants are: [CH:1]1([CH2:6][C@H:7]([CH2:11][N:12]([CH:21]=[O:22])[O:13][CH2:14][C:15]2[CH:20]=[CH:19][CH:18]=[CH:17][CH:16]=2)[C:8](F)=[O:9])[CH2:5][CH2:4][CH2:3][CH2:2]1.[CH2:23]([O:30][C:31]([N:33]1[CH2:37][CH2:36][CH:35]([C:38]([OH:40])=[O:39])[NH:34]1)=[O:32])[C:24]1[CH:29]=[CH:28][CH:27]=[CH:26][CH:25]=1.CCN(C(C)C)C(C)C.